The task is: Predict the reactants needed to synthesize the given product.. This data is from Full USPTO retrosynthesis dataset with 1.9M reactions from patents (1976-2016). (1) Given the product [NH2:1][C:2]1[C:7]([O:8][CH:9]2[C:13]3([CH2:15][CH2:14]3)[CH2:12][N:11]([C:16]([O:18][C:19]([CH3:21])([CH3:20])[CH3:22])=[O:17])[CH2:10]2)=[CH:6][C:5]([C:23](=[O:25])[NH2:24])=[CH:4][N:3]=1, predict the reactants needed to synthesize it. The reactants are: [NH2:1][C:2]1[C:7]([O:8][CH:9]2[C:13]3([CH2:15][CH2:14]3)[CH2:12][N:11]([C:16]([O:18][C:19]([CH3:22])([CH3:21])[CH3:20])=[O:17])[CH2:10]2)=[CH:6][C:5]([C:23]#[N:24])=[CH:4][N:3]=1.[OH-:25].[Li+].OO. (2) Given the product [C:1]([O:5][C:6]([N:8]1[C:16]2[C:11](=[CH:12][CH:13]=[C:14]([N+:17]([O-:19])=[O:18])[CH:15]=2)[C:10]([C:26]2[CH:27]=[CH:28][C:23]([N:22]([CH3:32])[CH3:21])=[CH:24][CH:25]=2)=[N:9]1)=[O:7])([CH3:4])([CH3:3])[CH3:2], predict the reactants needed to synthesize it. The reactants are: [C:1]([O:5][C:6]([N:8]1[C:16]2[C:11](=[CH:12][CH:13]=[C:14]([N+:17]([O-:19])=[O:18])[CH:15]=2)[C:10](I)=[N:9]1)=[O:7])([CH3:4])([CH3:3])[CH3:2].[CH3:21][N:22]([CH3:32])[C:23]1[CH:28]=[CH:27][C:26](B(O)O)=[CH:25][CH:24]=1.O.ClCCl. (3) Given the product [CH3:1][O:2][C:3]1[CH:4]=[CH:5][C:6]([CH2:7][N:8]([CH2:37][C:36]#[CH:35])[C:9]2[C:10](=[O:29])[N:11]([CH3:28])[N:12]=[C:13]([O:15][CH2:16][C@H:17]3[CH2:19][C@@H:18]3[C:20]3[CH:25]=[CH:24][C:23]([O:26][CH3:27])=[CH:22][N:21]=3)[CH:14]=2)=[CH:30][CH:31]=1, predict the reactants needed to synthesize it. The reactants are: [CH3:1][O:2][C:3]1[CH:31]=[CH:30][C:6]([CH2:7][NH:8][C:9]2[C:10](=[O:29])[N:11]([CH3:28])[N:12]=[C:13]([O:15][CH2:16][C@H:17]3[CH2:19][C@@H:18]3[C:20]3[CH:25]=[CH:24][C:23]([O:26][CH3:27])=[CH:22][N:21]=3)[CH:14]=2)=[CH:5][CH:4]=1.[H-].[Na+].Br[CH2:35][C:36]#[CH:37]. (4) The reactants are: [CH3:1][O:2][C:3]1[CH:4]=[C:5]([CH2:11][CH2:12][NH2:13])[CH:6]=[CH:7][C:8]=1[O:9][CH3:10].C(N(CC)CC)C.[CH2:21](Br)[C:22]1[CH:27]=[CH:26][CH:25]=[CH:24][CH:23]=1. Given the product [CH2:21]([NH:13][CH2:12][CH2:11][C:5]1[CH:6]=[CH:7][C:8]([O:9][CH3:10])=[C:3]([O:2][CH3:1])[CH:4]=1)[C:22]1[CH:27]=[CH:26][CH:25]=[CH:24][CH:23]=1, predict the reactants needed to synthesize it.